Task: Predict the reactants needed to synthesize the given product.. Dataset: Full USPTO retrosynthesis dataset with 1.9M reactions from patents (1976-2016) (1) Given the product [N:10]1[N:9]([C:6]2[CH:5]=[CH:4][C:3]([N:2]([CH3:18])[CH3:1])=[CH:8][CH:7]=2)[N:17]=[C:12]2[CH:13]=[CH:14][CH:15]=[CH:16][C:11]=12, predict the reactants needed to synthesize it. The reactants are: [CH3:1][N:2]([CH3:18])[C:3]1[CH:8]=[CH:7][C:6]([N:9]=[N:10][C:11]2[CH:16]=[CH:15][CH:14]=[CH:13][C:12]=2[NH2:17])=[CH:5][CH:4]=1. (2) Given the product [CH:1]1([C:5]2[N:6]=[C:7]([NH:10][C:11]([C:13]3[CH:35]=[CH:34][N:16]4[C:17](=[O:33])[CH:18]=[C:19]([N:21]5[CH2:22][CH2:23][N:24]([CH3:27])[CH2:25][CH2:26]5)[N:20]=[C:15]4[CH:14]=3)=[O:12])[S:8][CH:9]=2)[CH2:4][CH2:3][CH2:2]1, predict the reactants needed to synthesize it. The reactants are: [CH:1]1([C:5]2[N:6]=[C:7]([NH:10][C:11]([C:13]3[CH:35]=[CH:34][N:16]4[C:17](=[O:33])[C:18](/C=C/C(O)=O)=[C:19]([N:21]5[CH2:26][CH2:25][N:24]([CH3:27])[CH2:23][CH2:22]5)[N:20]=[C:15]4[CH:14]=3)=[O:12])[S:8][CH:9]=2)[CH2:4][CH2:3][CH2:2]1.CN1CCNCC1. (3) Given the product [CH:16]1([CH:21]=[CH:2][C:1]([C:4]2[CH:13]=[CH:12][C:7]([C:8]([O:10][CH3:11])=[O:9])=[C:6]([O:14][CH3:15])[N:5]=2)=[O:3])[CH2:20][CH2:19][CH2:18][CH2:17]1, predict the reactants needed to synthesize it. The reactants are: [C:1]([C:4]1[CH:13]=[CH:12][C:7]([C:8]([O:10][CH3:11])=[O:9])=[C:6]([O:14][CH3:15])[N:5]=1)(=[O:3])[CH3:2].[CH:16]1([CH:21]=O)[CH2:20][CH2:19][CH2:18][CH2:17]1.N1CCCC1.O.